Dataset: NCI-60 drug combinations with 297,098 pairs across 59 cell lines. Task: Regression. Given two drug SMILES strings and cell line genomic features, predict the synergy score measuring deviation from expected non-interaction effect. (1) Drug 1: CC1=C2C(C(=O)C3(C(CC4C(C3C(C(C2(C)C)(CC1OC(=O)C(C(C5=CC=CC=C5)NC(=O)C6=CC=CC=C6)O)O)OC(=O)C7=CC=CC=C7)(CO4)OC(=O)C)O)C)OC(=O)C. Drug 2: C1=NC2=C(N1)C(=S)N=CN2. Cell line: NCI-H460. Synergy scores: CSS=25.9, Synergy_ZIP=-10.8, Synergy_Bliss=-16.0, Synergy_Loewe=-35.3, Synergy_HSA=-13.3. (2) Drug 1: C1CN1P(=S)(N2CC2)N3CC3. Drug 2: CC1CCC2CC(C(=CC=CC=CC(CC(C(=O)C(C(C(=CC(C(=O)CC(OC(=O)C3CCCCN3C(=O)C(=O)C1(O2)O)C(C)CC4CCC(C(C4)OC)OCCO)C)C)O)OC)C)C)C)OC. Cell line: NCI-H522. Synergy scores: CSS=7.16, Synergy_ZIP=-4.43, Synergy_Bliss=0.928, Synergy_Loewe=-0.0488, Synergy_HSA=1.25. (3) Drug 1: CCC1(CC2CC(C3=C(CCN(C2)C1)C4=CC=CC=C4N3)(C5=C(C=C6C(=C5)C78CCN9C7C(C=CC9)(C(C(C8N6C=O)(C(=O)OC)O)OC(=O)C)CC)OC)C(=O)OC)O.OS(=O)(=O)O. Drug 2: CN(CCCl)CCCl.Cl. Cell line: OVCAR-8. Synergy scores: CSS=9.41, Synergy_ZIP=-3.67, Synergy_Bliss=-2.00, Synergy_Loewe=-0.874, Synergy_HSA=-0.698. (4) Drug 1: C1C(C(OC1N2C=NC3=C(N=C(N=C32)Cl)N)CO)O. Drug 2: C1CC(C1)(C(=O)O)C(=O)O.[NH2-].[NH2-].[Pt+2]. Cell line: HOP-62. Synergy scores: CSS=37.0, Synergy_ZIP=4.79, Synergy_Bliss=9.08, Synergy_Loewe=-33.9, Synergy_HSA=-3.08. (5) Drug 1: C1=NC2=C(N1)C(=S)N=CN2. Drug 2: N.N.Cl[Pt+2]Cl. Cell line: M14. Synergy scores: CSS=29.4, Synergy_ZIP=-12.1, Synergy_Bliss=-7.64, Synergy_Loewe=-27.3, Synergy_HSA=-6.97. (6) Drug 1: CCC1(CC2CC(C3=C(CCN(C2)C1)C4=CC=CC=C4N3)(C5=C(C=C6C(=C5)C78CCN9C7C(C=CC9)(C(C(C8N6C=O)(C(=O)OC)O)OC(=O)C)CC)OC)C(=O)OC)O.OS(=O)(=O)O. Drug 2: CC1CCC2CC(C(=CC=CC=CC(CC(C(=O)C(C(C(=CC(C(=O)CC(OC(=O)C3CCCCN3C(=O)C(=O)C1(O2)O)C(C)CC4CCC(C(C4)OC)OCCO)C)C)O)OC)C)C)C)OC. Cell line: SK-MEL-5. Synergy scores: CSS=24.8, Synergy_ZIP=2.72, Synergy_Bliss=2.39, Synergy_Loewe=-12.4, Synergy_HSA=1.81.